This data is from Peptide-MHC class I binding affinity with 185,985 pairs from IEDB/IMGT. The task is: Regression. Given a peptide amino acid sequence and an MHC pseudo amino acid sequence, predict their binding affinity value. This is MHC class I binding data. (1) The peptide sequence is QQQQQQQQQK. The MHC is HLA-A68:01 with pseudo-sequence HLA-A68:01. The binding affinity (normalized) is 0.00640. (2) The peptide sequence is REFEAQNVP. The MHC is HLA-B08:03 with pseudo-sequence HLA-B08:03. The binding affinity (normalized) is 0.0847. (3) The peptide sequence is HLCGSHLVEAL. The binding affinity (normalized) is 0.437. The MHC is HLA-A02:01 with pseudo-sequence HLA-A02:01. (4) The peptide sequence is KCDELAAKL. The MHC is HLA-A11:01 with pseudo-sequence HLA-A11:01. The binding affinity (normalized) is 0. (5) The peptide sequence is QAISPRTLNAW. The MHC is HLA-B44:03 with pseudo-sequence HLA-B44:03. The binding affinity (normalized) is 0.252. (6) The peptide sequence is TAVTNFLLSL. The MHC is Patr-A0401 with pseudo-sequence Patr-A0401. The binding affinity (normalized) is 0.248. (7) The peptide sequence is RYPLTFGW. The MHC is Patr-A0901 with pseudo-sequence Patr-A0901. The binding affinity (normalized) is 0.